From a dataset of Full USPTO retrosynthesis dataset with 1.9M reactions from patents (1976-2016). Predict the reactants needed to synthesize the given product. (1) Given the product [Br:27][C:15]1[C:11]([C:1]2[C:10]3[C:5](=[CH:6][CH:7]=[CH:8][CH:9]=3)[CH:4]=[CH:3][CH:2]=2)=[CH:12][N:13]([Si:16]([CH:20]([CH3:22])[CH3:21])([CH:23]([CH3:25])[CH3:24])[CH:17]([CH3:18])[CH3:19])[CH:14]=1, predict the reactants needed to synthesize it. The reactants are: [C:1]1([C:11]2[CH:15]=[CH:14][N:13]([Si:16]([CH:23]([CH3:25])[CH3:24])([CH:20]([CH3:22])[CH3:21])[CH:17]([CH3:19])[CH3:18])[CH:12]=2)[C:10]2[C:5](=[CH:6][CH:7]=[CH:8][CH:9]=2)[CH:4]=[CH:3][CH:2]=1.P(Br)(Br)[Br:27].C1C(=O)N(Br)C(=O)C1. (2) Given the product [C:24]([O:29][CH2:30][CH2:31][N:8]1[C:9](=[O:11])[C:10]2[C:2]([NH2:1])=[C:3]3[C:21](=[O:22])[C:20]4[C:15]([C:14](=[O:23])[C:4]3=[C:5]([NH2:13])[C:6]=2[C:7]1=[O:12])=[CH:16][CH:17]=[CH:18][CH:19]=4)(=[O:28])[C:25]([CH3:27])=[CH2:26], predict the reactants needed to synthesize it. The reactants are: [NH2:1][C:2]1[C:10]2[C:9](=[O:11])[NH:8][C:7](=[O:12])[C:6]=2[C:5]([NH2:13])=[C:4]2[C:14](=[O:23])[C:15]3[C:20]([C:21](=[O:22])[C:3]=12)=[CH:19][CH:18]=[CH:17][CH:16]=3.[C:24]([O:29][C:30](=O)[C:31](C)=C)(=[O:28])[C:25]([CH3:27])=[CH2:26].C(O)(=O)C. (3) Given the product [C:6]([O:5][C:1](=[O:4])[CH:2]=[CH2:3])([CH3:9])([CH3:8])[CH3:7].[C:17]([O:16][CH2:10][CH2:11][CH2:12][CH2:13][CH2:14][CH3:15])(=[O:20])[CH:18]=[CH2:19], predict the reactants needed to synthesize it. The reactants are: [C:1]([O:5][C:6]([CH3:9])([CH3:8])[CH3:7])(=[O:4])[CH:2]=[CH2:3].[CH2:10]([O:16][C:17](=[O:20])[CH:18]=[CH2:19])[CH2:11][CH2:12][CH2:13][CH2:14][CH3:15].S(OOS([O-])(=O)=O)([O-])(=O)=O.[Na+].[Na+].S([O-])([O-])(=O)=O.[NH4+].[NH4+].C(=O)(O)[O-].[Na+].S(=O)(=O)(O)[O-].[Na+]. (4) Given the product [NH2:18][C@@H:19]([CH:90]([CH3:92])[CH3:91])[C:20]([NH:22][C@@H:23]([CH2:83][CH2:84][CH2:85][NH:86][C:87]([NH2:89])=[O:88])[C:24]([NH:26][C:27]1[CH:28]=[CH:29][C:30]([CH2:31][O:32][C:33]2[C:34]3[CH:80]=[CH:79][CH:78]=[CH:77][C:35]=3[C:36]3[C@H:37]([CH2:75][Cl:76])[CH2:38][N:39]([C:42](=[O:74])[CH2:43][CH2:44][CH2:45][CH2:46][CH2:47][O:48][C:49]4[C:50]([O:72][CH3:73])=[CH:51][C:52]5[C:58](=[O:59])[N:57]6[CH2:60][CH2:61][CH2:62][CH:56]6[C@H:55]([OH:63])[N:54]([C:64]([O:66][C:67]([CH3:70])([CH3:69])[CH3:68])=[O:65])[C:53]=5[CH:71]=4)[C:40]=3[CH:41]=2)=[CH:81][CH:82]=1)=[O:25])=[O:21], predict the reactants needed to synthesize it. The reactants are: C1C2C(COC([NH:18][C@@H:19]([CH:90]([CH3:92])[CH3:91])[C:20]([NH:22][C@@H:23]([CH2:83][CH2:84][CH2:85][NH:86][C:87]([NH2:89])=[O:88])[C:24]([NH:26][C:27]3[CH:82]=[CH:81][C:30]([CH2:31][O:32][C:33]4[C:34]5[CH:80]=[CH:79][CH:78]=[CH:77][C:35]=5[C:36]5[C@H:37]([CH2:75][Cl:76])[CH2:38][N:39]([C:42](=[O:74])[CH2:43][CH2:44][CH2:45][CH2:46][CH2:47][O:48][C:49]6[C:50]([O:72][CH3:73])=[CH:51][C:52]7[C:58](=[O:59])[N:57]8[CH2:60][CH2:61][CH2:62][CH:56]8[C@H:55]([OH:63])[N:54]([C:64]([O:66][C:67]([CH3:70])([CH3:69])[CH3:68])=[O:65])[C:53]=7[CH:71]=6)[C:40]=5[CH:41]=4)=[CH:29][CH:28]=3)=[O:25])=[O:21])=O)C3C(=CC=CC=3)C=2C=CC=1.N1CCCCC1. (5) Given the product [Cl:1][C:2]1[CH:3]=[C:4]([C:8]2[N:13]=[C:12]([CH2:14][C:15]3[CH:16]=[CH:17][C:18]([CH2:21][C:22]([NH:30][CH2:29][CH2:27][OH:28])=[O:23])=[CH:19][CH:20]=3)[CH:11]=[C:10]([CH2:25][CH3:26])[N:9]=2)[CH:5]=[CH:6][CH:7]=1, predict the reactants needed to synthesize it. The reactants are: [Cl:1][C:2]1[CH:3]=[C:4]([C:8]2[N:13]=[C:12]([CH2:14][C:15]3[CH:20]=[CH:19][C:18]([CH2:21][C:22](Cl)=[O:23])=[CH:17][CH:16]=3)[CH:11]=[C:10]([CH2:25][CH3:26])[N:9]=2)[CH:5]=[CH:6][CH:7]=1.[CH2:27]([CH2:29][NH2:30])[OH:28].C(N(C(C)C)CC)(C)C.Cl.